From a dataset of Forward reaction prediction with 1.9M reactions from USPTO patents (1976-2016). Predict the product of the given reaction. Given the reactants [CH3:1][C:2]1[CH:7]=[CH:6][C:5](Cl)=[CH:4][CH:3]=1.[C:9]([C:13]1[CH:18]=[CH:17][CH:16]=[CH:15][CH:14]=1)(=[O:12])[CH2:10][CH3:11].C(O[Na])(C)(C)C, predict the reaction product. The product is: [C:13]1([C:9](=[O:12])[CH:10]([C:4]2[CH:3]=[C:2]([CH3:1])[CH:7]=[CH:6][CH:5]=2)[CH3:11])[CH:18]=[CH:17][CH:16]=[CH:15][CH:14]=1.